From a dataset of Catalyst prediction with 721,799 reactions and 888 catalyst types from USPTO. Predict which catalyst facilitates the given reaction. (1) Reactant: [CH3:1][O:2][C:3](=[O:17])[CH2:4][C:5]1[C:9]2[C:10]([CH:15]=[CH2:16])=[CH:11][C:12]([OH:14])=[CH:13][C:8]=2[S:7][CH:6]=1.[CH3:18][C:19]1[C:24]([CH2:25]O)=[CH:23][CH:22]=[C:21]([CH3:27])[N:20]=1.C1CCN(C(N=NC(N2CCCCC2)=O)=O)CC1.C(P(CCCC)CCCC)CCC. Product: [CH3:1][O:2][C:3](=[O:17])[CH2:4][C:5]1[C:9]2[C:10]([CH:15]=[CH2:16])=[CH:11][C:12]([O:14][CH2:25][C:24]3[C:19]([CH3:18])=[N:20][C:21]([CH3:27])=[CH:22][CH:23]=3)=[CH:13][C:8]=2[S:7][CH:6]=1. The catalyst class is: 1. (2) Product: [CH2:1]([C:3]1[N:8]([C:9]2[CH:14]=[CH:13][C:12]([F:15])=[CH:11][CH:10]=2)[C:7](=[O:16])[C:6]([C:17]([OH:20])=[O:19])=[CH:5][CH:4]=1)[CH3:2]. Reactant: [CH2:1]([C:3]1[N:8]([C:9]2[CH:14]=[CH:13][C:12]([F:15])=[CH:11][CH:10]=2)[C:7](=[O:16])[C:6]([C:17]#N)=[CH:5][CH:4]=1)[CH3:2].[OH2:19].[OH-:20].[Na+]. The catalyst class is: 65.